Dataset: Cav3 T-type calcium channel HTS with 100,875 compounds. Task: Binary Classification. Given a drug SMILES string, predict its activity (active/inactive) in a high-throughput screening assay against a specified biological target. (1) The molecule is S(=O)(=O)(N1CCN(CC1)C(=O)COc1c2OC(Cc2ccc1)(C)C)c1c(F)cccc1. The result is 0 (inactive). (2) The drug is Ic1c2NCCC(NC(=O)C(NC(=O)C(NC(=O)c2cc([N+]([O-])=O)c1)CCC(O)=O)CCCCN)C(=O)N. The result is 0 (inactive). (3) The result is 0 (inactive). The compound is Clc1c(Cn2nc(ccc2=O)/C=C\c2ccccc2)ccc(Cl)c1.